The task is: Predict the reactants needed to synthesize the given product.. This data is from Full USPTO retrosynthesis dataset with 1.9M reactions from patents (1976-2016). (1) Given the product [Cl:3][C:4]1[N:9]=[C:8]([C:10]2[C:11]([C:12]3[CH:13]=[C:14]([NH:18][C:19](=[O:28])[C:20]4[C:25]([F:26])=[CH:24][CH:23]=[CH:22][C:21]=4[F:27])[CH:15]=[CH:16][CH:17]=3)=[N:30][N:31]3[CH:36]=[CH:35][CH:34]=[CH:33][C:32]=23)[CH:7]=[CH:6][N:5]=1, predict the reactants needed to synthesize it. The reactants are: [OH-].[K+].[Cl:3][C:4]1[N:9]=[C:8]([C:10]#[C:11][C:12]2[CH:13]=[C:14]([NH:18][C:19](=[O:28])[C:20]3[C:25]([F:26])=[CH:24][CH:23]=[CH:22][C:21]=3[F:27])[CH:15]=[CH:16][CH:17]=2)[CH:7]=[CH:6][N:5]=1.[I-].[NH2:30][N+:31]1[CH:36]=[CH:35][CH:34]=[CH:33][CH:32]=1.C([O-])([O-])=O.[K+].[K+]. (2) Given the product [CH2:13]([C:15]1[CH:16]=[C:17]([N:18]2[CH2:6][CH2:7][CH:5]([C:8]([OH:9])=[O:10])[C:4]2=[O:11])[CH:19]=[CH:20][CH:21]=1)[CH3:14], predict the reactants needed to synthesize it. The reactants are: CC1(C)[O:9][C:8](=[O:10])[C:5]2([CH2:7][CH2:6]2)[C:4](=[O:11])O1.[CH2:13]([C:15]1[CH:16]=[C:17]([CH:19]=[CH:20][CH:21]=1)[NH2:18])[CH3:14]. (3) The reactants are: O[C:2]1[N:7]2[N:8]=[CH:9][CH:10]=[C:6]2[N:5]=[C:4]([C:11]([O:13][CH2:14][CH3:15])=[O:12])[CH:3]=1.P(Cl)(Cl)([Cl:18])=O.CN(C)C1C=CC=CC=1. Given the product [Cl:18][C:2]1[N:7]2[N:8]=[CH:9][CH:10]=[C:6]2[N:5]=[C:4]([C:11]([O:13][CH2:14][CH3:15])=[O:12])[CH:3]=1, predict the reactants needed to synthesize it. (4) Given the product [CH2:1]([O:8][C:9]([N:11]1[CH2:15][CH:14]([O:16][C:28]([O:30][C:31]2[CH:32]=[CH:33][C:34]([N+:37]([O-:39])=[O:38])=[CH:35][CH:36]=2)=[O:29])[CH2:13][N:12]1[C:17](=[O:26])[CH2:18][C:19]1[CH:24]=[CH:23][C:22]([F:25])=[CH:21][CH:20]=1)=[O:10])[C:2]1[CH:7]=[CH:6][CH:5]=[CH:4][CH:3]=1, predict the reactants needed to synthesize it. The reactants are: [CH2:1]([O:8][C:9]([N:11]1[CH2:15][CH:14]([OH:16])[CH2:13][N:12]1[C:17](=[O:26])[CH2:18][C:19]1[CH:24]=[CH:23][C:22]([F:25])=[CH:21][CH:20]=1)=[O:10])[C:2]1[CH:7]=[CH:6][CH:5]=[CH:4][CH:3]=1.Cl[C:28]([O:30][C:31]1[CH:36]=[CH:35][C:34]([N+:37]([O-:39])=[O:38])=[CH:33][CH:32]=1)=[O:29].N1C=CC=CC=1. (5) The reactants are: [CH3:1][O:2][CH2:3][CH:4]([C:6]1[CH:11]=[CH:10][C:9]([O:12][C:13]([F:16])([F:15])[F:14])=[CH:8][CH:7]=1)[OH:5].CC(OI1(OC(C)=O)(OC(C)=O)OC(=O)C2C1=CC=CC=2)=O. Given the product [CH3:1][O:2][CH2:3][C:4]([C:6]1[CH:7]=[CH:8][C:9]([O:12][C:13]([F:14])([F:15])[F:16])=[CH:10][CH:11]=1)=[O:5], predict the reactants needed to synthesize it. (6) Given the product [C:2]1(=[O:12])[CH:11]2[CH:6]([CH2:7][NH:8][CH2:9][CH2:10]2)[CH2:5][CH2:4][NH:3]1, predict the reactants needed to synthesize it. The reactants are: Cl.[C:2]1(=[O:12])[C:11]2[CH2:10][CH2:9][NH:8][CH2:7][C:6]=2[CH:5]=[CH:4][NH:3]1. (7) Given the product [Cl:18][C:15]1[C:16](=[O:17])[N:11]([C:6]2[CH:5]=[C:4]([CH:9]=[CH:8][C:7]=2[CH3:10])[C:3]([OH:30])=[O:2])[C:12]([CH3:29])=[N:13][C:14]=1[O:19][CH2:20][C:21]1[CH:26]=[CH:25][CH:24]=[C:23]([O:27][CH3:28])[CH:22]=1, predict the reactants needed to synthesize it. The reactants are: C[O:2][C:3](=[O:30])[C:4]1[CH:9]=[CH:8][C:7]([CH3:10])=[C:6]([N:11]2[C:16](=[O:17])[C:15]([Cl:18])=[C:14]([O:19][CH2:20][C:21]3[CH:26]=[CH:25][CH:24]=[C:23]([O:27][CH3:28])[CH:22]=3)[N:13]=[C:12]2[CH3:29])[CH:5]=1.[OH-].[Na+]. (8) Given the product [C:11]1([C:14]2[CH:19]=[CH:18][CH:17]=[CH:16][CH:15]=2)[CH:10]=[CH:9][C:8]([NH:7][C:5](=[O:6])[C:4]2[CH:20]=[CH:21][C:22]([O:23][CH:24]3[CH2:25][CH2:26]3)=[C:2]([NH:1][C:34](=[O:35])[CH2:33][N:27]3[CH2:32][CH2:31][O:30][CH2:29][CH2:28]3)[CH:3]=2)=[CH:13][CH:12]=1, predict the reactants needed to synthesize it. The reactants are: [NH2:1][C:2]1[CH:3]=[C:4]([CH:20]=[CH:21][C:22]=1[O:23][CH:24]1[CH2:26][CH2:25]1)[C:5]([NH:7][C:8]1[CH:13]=[CH:12][C:11]([C:14]2[CH:19]=[CH:18][CH:17]=[CH:16][CH:15]=2)=[CH:10][CH:9]=1)=[O:6].[N:27]1([CH2:33][C:34](O)=[O:35])[CH2:32][CH2:31][O:30][CH2:29][CH2:28]1.C1CN([P+](ON2N=NC3C=CC=CC2=3)(N2CCCC2)N2CCCC2)CC1.F[P-](F)(F)(F)(F)F.C(N(C(C)C)C(C)C)C. (9) Given the product [CH:32]1([NH:31][C:29]([C:28]2[CH:35]=[C:36]([F:39])[CH:37]=[CH:38][C:27]=2[CH2:26][NH:25][C:22]([C:10]2[N:11]=[C:12]3[N:17]([C:18](=[O:19])[C:9]=2[O:8][CH2:1][C:2]2[CH:7]=[CH:6][CH:5]=[CH:4][CH:3]=2)[CH2:16][CH2:15][O:14][C:13]3([CH3:20])[CH3:21])=[O:24])=[O:30])[CH2:33][CH2:34]1, predict the reactants needed to synthesize it. The reactants are: [CH2:1]([O:8][C:9]1[C:18](=[O:19])[N:17]2[C:12]([C:13]([CH3:21])([CH3:20])[O:14][CH2:15][CH2:16]2)=[N:11][C:10]=1[C:22]([OH:24])=O)[C:2]1[CH:7]=[CH:6][CH:5]=[CH:4][CH:3]=1.[NH2:25][CH2:26][C:27]1[CH:38]=[CH:37][C:36]([F:39])=[CH:35][C:28]=1[C:29]([NH:31][CH:32]1[CH2:34][CH2:33]1)=[O:30]. (10) The reactants are: [O:1]=[S:2]1(=[O:19])[CH2:7][CH2:6][N:5]2[CH:8]=[CH:9][CH:10]=[C:11]([C:12]3[CH:17]=[CH:16][C:15]([OH:18])=[CH:14][CH:13]=3)[C:4]2=[N:3]1.C(=O)([O-])[O-].[K+].[K+].Br[CH:27]1[CH2:30][CH2:29][CH2:28]1.[OH-].[Na+]. Given the product [CH:27]1([O:18][C:15]2[CH:16]=[CH:17][C:12]([C:11]3[C:4]4=[N:3][S:2](=[O:1])(=[O:19])[CH2:7][CH2:6][N:5]4[CH:8]=[CH:9][CH:10]=3)=[CH:13][CH:14]=2)[CH2:30][CH2:29][CH2:28]1, predict the reactants needed to synthesize it.